From a dataset of Reaction yield outcomes from USPTO patents with 853,638 reactions. Predict the reaction yield, written as a fraction of the theoretical maximum amount of product (1.0 means a 100% yield; for example, 0.34 means a 34% yield). (1) The reactants are CC[C@@H]1[C@@H]2C[C@H:37]([C@@H:36]([O:35]C3C4C(=CC=CC=4)C([O:35][C@@H:36]([C:47]4[CH:56]=[CH:55][N:54]=[C:53]5[C:48]=4[CH:49]=[C:50](OC)[CH:51]=[CH:52]5)[C@@H:37]4N5C[C@H](CC)[C@@H](CC5)C4)=NN=3)[C:47]3[CH:56]=[CH:55][N:54]=[C:53]4[C:48]=3[CH:49]=[C:50](OC)[CH:51]=[CH:52]4)N(CC2)C1.[OH2:59].[CH3:60][CH2:61][O:62][C:63]([CH3:65])=O. The catalyst is CCO.C1COCC1. The product is [OH:35][C@@H:36]([CH2:37][OH:59])[CH2:47][C:56]1[C:52]2[C:53](=[CH:48][CH:49]=[CH:50][CH:51]=2)[N:54]([C:36]2[CH:47]=[CH:48][C:61]([O:62][C:63]3[CH:65]=[CH:49][C:48]([C:53]#[N:54])=[CH:47][CH:36]=3)=[CH:60][CH:37]=2)[CH:55]=1. The yield is 0.800. (2) The reactants are [CH3:1][C:2]1[O:6][N:5]=[C:4]([C:7]2[CH:12]=[CH:11][CH:10]=[CH:9][CH:8]=2)[C:3]=1[CH2:13][O:14][C:15]1[CH:23]=[CH:22][C:18]([C:19]([OH:21])=O)=[CH:17][N:16]=1.[NH2:24][CH:25]1[CH2:30][CH2:29][N:28]([CH2:31][C:32]2[CH:37]=[CH:36][CH:35]=[CH:34][CH:33]=2)[CH2:27][CH2:26]1. No catalyst specified. The product is [CH2:31]([N:28]1[CH2:29][CH2:30][CH:25]([NH:24][C:19](=[O:21])[C:18]2[CH:22]=[CH:23][C:15]([O:14][CH2:13][C:3]3[C:4]([C:7]4[CH:8]=[CH:9][CH:10]=[CH:11][CH:12]=4)=[N:5][O:6][C:2]=3[CH3:1])=[N:16][CH:17]=2)[CH2:26][CH2:27]1)[C:32]1[CH:33]=[CH:34][CH:35]=[CH:36][CH:37]=1. The yield is 0.770. (3) The reactants are [OH:1][CH:2]([CH2:6][CH2:7][CH2:8][CH3:9])[C:3]([OH:5])=[O:4].Br[CH:11]([CH3:15])[C:12](Br)=[O:13].C(N(CC)CC)C. The catalyst is CC(C)=O. The product is [CH3:15][CH:11]1[O:4][C:3](=[O:5])[CH:2]([CH2:6][CH2:7][CH2:8][CH3:9])[O:1][C:12]1=[O:13]. The yield is 0.400. (4) The reactants are [NH2:1][C:2]1[CH:3]=[C:4]([C:8]2[C:17]3[C:12](=[C:13]([C:18]4[CH:23]=[CH:22][CH:21]=[CH:20][CH:19]=4)[CH:14]=[CH:15][CH:16]=3)[C:11]([NH:24][CH2:25][C:26]3[CH:31]=[CH:30][CH:29]=[CH:28][N:27]=3)=[N:10][N:9]=2)[CH:5]=[N:6][CH:7]=1.N1C=CC=CC=1.[C:38](Cl)(=[O:40])[CH3:39]. The catalyst is ClCCl. The product is [C:18]1([C:13]2[CH:14]=[CH:15][CH:16]=[C:17]3[C:12]=2[C:11]([NH:24][CH2:25][C:26]2[CH:31]=[CH:30][CH:29]=[CH:28][N:27]=2)=[N:10][N:9]=[C:8]3[C:4]2[CH:3]=[C:2]([NH:1][C:38](=[O:40])[CH3:39])[CH:7]=[N:6][CH:5]=2)[CH:23]=[CH:22][CH:21]=[CH:20][CH:19]=1. The yield is 0.453.